Dataset: hERG potassium channel inhibition data for cardiac toxicity prediction from Karim et al.. Task: Regression/Classification. Given a drug SMILES string, predict its toxicity properties. Task type varies by dataset: regression for continuous values (e.g., LD50, hERG inhibition percentage) or binary classification for toxic/non-toxic outcomes (e.g., AMES mutagenicity, cardiotoxicity, hepatotoxicity). Dataset: herg_karim. The compound is COc1cc(N2C(=O)N(c3ccc(-c4ccc(C(=O)O)c(Cl)c4)cc3)C(=O)C23CCN(Cc2ncccc2C)CC3)ncn1. The result is 1 (blocker).